This data is from Full USPTO retrosynthesis dataset with 1.9M reactions from patents (1976-2016). The task is: Predict the reactants needed to synthesize the given product. The reactants are: [CH3:1]COCC.C[Si](C=[N+]=[N-])(C)C.[Cl:13][C:14]1[N:22]=[C:21]([CH3:23])[CH:20]=[CH:19][C:15]=1[C:16]([OH:18])=[O:17].CC(O)=O. Given the product [Cl:13][C:14]1[N:22]=[C:21]([CH3:23])[CH:20]=[CH:19][C:15]=1[C:16]([O:18][CH3:1])=[O:17], predict the reactants needed to synthesize it.